This data is from Kir2.1 potassium channel HTS with 301,493 compounds. The task is: Binary Classification. Given a drug SMILES string, predict its activity (active/inactive) in a high-throughput screening assay against a specified biological target. (1) The compound is O=C(N)CC(NC(=O)c1ccccc1)c1cc([N+]([O-])=O)c(NCCc2ccc(OC)cc2)cc1. The result is 0 (inactive). (2) The drug is O=C(N(CCCC)c1c(n(CCCC)c(=O)[nH]c1=O)N)C1CN(C(=O)C1)c1cc2OCCOc2cc1. The result is 0 (inactive). (3) The compound is O=C(NC(C)(C)C)CN(CCCC)C(=O)C(=O)Nc1cc2OCCOc2cc1. The result is 0 (inactive). (4) The compound is n1(c2c(CCc3c2[nH]nc3)c2c1ccc(c2)C)C. The result is 0 (inactive). (5) The drug is S1c2c(N(CC1)Cc1ccccc1)cc(C(=O)NCCCN1CCCC1)cc2. The result is 0 (inactive).